This data is from Forward reaction prediction with 1.9M reactions from USPTO patents (1976-2016). The task is: Predict the product of the given reaction. The product is: [Si:15]([O:10][CH2:9][C:7]1[N:6]=[CH:5][N:4]([CH:1]([CH3:3])[CH3:2])[CH:8]=1)([C:12]([CH3:14])([CH3:13])[CH3:11])([C:22]1[CH:23]=[CH:24][CH:25]=[CH:26][CH:27]=1)[C:16]1[CH:21]=[CH:20][CH:19]=[CH:18][CH:17]=1. Given the reactants [CH:1]([N:4]1[CH:8]=[C:7]([CH2:9][OH:10])[N:6]=[CH:5]1)([CH3:3])[CH3:2].[CH3:11][C:12]([Si:15](Cl)([C:22]1[CH:27]=[CH:26][CH:25]=[CH:24][CH:23]=1)[C:16]1[CH:21]=[CH:20][CH:19]=[CH:18][CH:17]=1)([CH3:14])[CH3:13].O, predict the reaction product.